This data is from Peptide-MHC class II binding affinity with 134,281 pairs from IEDB. The task is: Regression. Given a peptide amino acid sequence and an MHC pseudo amino acid sequence, predict their binding affinity value. This is MHC class II binding data. The peptide sequence is DKKETVWHLE. The MHC is HLA-DPA10201-DPB10101 with pseudo-sequence HLA-DPA10201-DPB10101. The binding affinity (normalized) is 0.384.